This data is from Merck oncology drug combination screen with 23,052 pairs across 39 cell lines. The task is: Regression. Given two drug SMILES strings and cell line genomic features, predict the synergy score measuring deviation from expected non-interaction effect. (1) Drug 1: N.N.O=C(O)C1(C(=O)O)CCC1.[Pt]. Drug 2: CC(C)CC(NC(=O)C(Cc1ccccc1)NC(=O)c1cnccn1)B(O)O. Cell line: A375. Synergy scores: synergy=27.1. (2) Drug 1: CCN(CC)CCNC(=O)c1c(C)[nH]c(C=C2C(=O)Nc3ccc(F)cc32)c1C. Drug 2: CCc1c2c(nc3ccc(O)cc13)-c1cc3c(c(=O)n1C2)COC(=O)C3(O)CC. Cell line: NCIH23. Synergy scores: synergy=7.34. (3) Drug 1: CCN(CC)CCNC(=O)c1c(C)[nH]c(C=C2C(=O)Nc3ccc(F)cc32)c1C. Drug 2: Cn1cc(-c2cnn3c(N)c(Br)c(C4CCCNC4)nc23)cn1. Cell line: OV90. Synergy scores: synergy=0.933. (4) Drug 2: CC1(c2nc3c(C(N)=O)cccc3[nH]2)CCCN1. Cell line: NCIH1650. Synergy scores: synergy=8.66. Drug 1: COC12C(COC(N)=O)C3=C(C(=O)C(C)=C(N)C3=O)N1CC1NC12. (5) Drug 1: CCN(CC)CCNC(=O)c1c(C)[nH]c(C=C2C(=O)Nc3ccc(F)cc32)c1C. Drug 2: C=CCn1c(=O)c2cnc(Nc3ccc(N4CCN(C)CC4)cc3)nc2n1-c1cccc(C(C)(C)O)n1. Cell line: SW620. Synergy scores: synergy=-7.94. (6) Drug 1: CC(=O)OC1C(=O)C2(C)C(O)CC3OCC3(OC(C)=O)C2C(OC(=O)c2ccccc2)C2(O)CC(OC(=O)C(O)C(NC(=O)c3ccccc3)c3ccccc3)C(C)=C1C2(C)C. Drug 2: CNC(=O)c1cc(Oc2ccc(NC(=O)Nc3ccc(Cl)c(C(F)(F)F)c3)cc2)ccn1. Cell line: A375. Synergy scores: synergy=14.5. (7) Drug 1: CC(=O)OC1C(=O)C2(C)C(O)CC3OCC3(OC(C)=O)C2C(OC(=O)c2ccccc2)C2(O)CC(OC(=O)C(O)C(NC(=O)c3ccccc3)c3ccccc3)C(C)=C1C2(C)C. Drug 2: CC1(c2nc3c(C(N)=O)cccc3[nH]2)CCCN1. Cell line: HT144. Synergy scores: synergy=6.49. (8) Drug 1: COc1cccc2c1C(=O)c1c(O)c3c(c(O)c1C2=O)CC(O)(C(=O)CO)CC3OC1CC(N)C(O)C(C)O1. Drug 2: CCN(CC)CCNC(=O)c1c(C)[nH]c(C=C2C(=O)Nc3ccc(F)cc32)c1C. Cell line: UACC62. Synergy scores: synergy=-1.84. (9) Drug 1: CN(C)C(=N)N=C(N)N. Drug 2: Cn1c(=O)n(-c2ccc(C(C)(C)C#N)cc2)c2c3cc(-c4cnc5ccccc5c4)ccc3ncc21. Cell line: SKMEL30. Synergy scores: synergy=24.2. (10) Drug 1: CC(=O)OC1C(=O)C2(C)C(O)CC3OCC3(OC(C)=O)C2C(OC(=O)c2ccccc2)C2(O)CC(OC(=O)C(O)C(NC(=O)c3ccccc3)c3ccccc3)C(C)=C1C2(C)C. Drug 2: COC1CC2CCC(C)C(O)(O2)C(=O)C(=O)N2CCCCC2C(=O)OC(C(C)CC2CCC(OP(C)(C)=O)C(OC)C2)CC(=O)C(C)C=C(C)C(O)C(OC)C(=O)C(C)CC(C)C=CC=CC=C1C. Cell line: HCT116. Synergy scores: synergy=-14.2.